This data is from Rat liver microsome stability data. The task is: Regression/Classification. Given a drug SMILES string, predict its absorption, distribution, metabolism, or excretion properties. Task type varies by dataset: regression for continuous measurements (e.g., permeability, clearance, half-life) or binary classification for categorical outcomes (e.g., BBB penetration, CYP inhibition). Dataset: rlm. (1) The drug is CNC(=O)Nc1ccc(-c2nc(N3CCOCC3)c3ccn(CCN(C)C)c3n2)cc1. The result is 1 (stable in rat liver microsomes). (2) The compound is Clc1ccc(-c2ccc(C#Cc3ccc(OCCN4CCCC4)cc3)nc2)cc1. The result is 0 (unstable in rat liver microsomes). (3) The molecule is Cc1ccc(Oc2ccc(N(CC(C)(O)C(=O)NO)S(C)(=O)=O)cc2)cc1. The result is 1 (stable in rat liver microsomes). (4) The compound is Cc1ccc(NC(=O)c2c(N3CCCC3=O)c3cc(C)ccc3n2C)c(C)c1. The result is 1 (stable in rat liver microsomes).